This data is from Reaction yield outcomes from USPTO patents with 853,638 reactions. The task is: Predict the reaction yield, written as a fraction of the theoretical maximum amount of product (1.0 means a 100% yield; for example, 0.34 means a 34% yield). (1) The reactants are [CH:1]1([C:4]2[C:5]([O:13][CH2:14][C:15]([F:18])([F:17])[F:16])=[CH:6][C:7]([C:10](O)=O)=[N:8][CH:9]=2)[CH2:3][CH2:2]1.S(Cl)(Cl)=O.[NH2:23][C:24]([CH3:31])([CH:28]([CH3:30])[CH3:29])[C:25]([NH2:27])=[O:26].C(N(CC)CC)C.[OH-].[K+]. The catalyst is ClCCCl.O1CCCC1.O. The product is [CH:1]1([C:4]2[C:5]([O:13][CH2:14][C:15]([F:18])([F:17])[F:16])=[CH:6][C:7]([C:10]3[NH:27][C:25](=[O:26])[C:24]([CH3:31])([CH:28]([CH3:30])[CH3:29])[N:23]=3)=[N:8][CH:9]=2)[CH2:3][CH2:2]1. The yield is 0.340. (2) The reactants are [CH:1]1([C:7]2[C:8]3[CH:27]=[CH:26][C:25]([C:28]([O:30][CH3:31])=[O:29])=[CH:24][C:9]=3[N:10]3[C:16]=2[C:15]2[CH:17]=[CH:18][CH:19]=[C:20]([N+:21]([O-])=O)[C:14]=2[O:13][CH2:12][CH2:11]3)[CH2:6][CH2:5][CH2:4][CH2:3][CH2:2]1.[Cl-].[NH4+]. The catalyst is O1CCCC1.C(O)C.O. The product is [NH2:21][C:20]1[C:14]2[O:13][CH2:12][CH2:11][N:10]3[C:16](=[C:7]([CH:1]4[CH2:6][CH2:5][CH2:4][CH2:3][CH2:2]4)[C:8]4[CH:27]=[CH:26][C:25]([C:28]([O:30][CH3:31])=[O:29])=[CH:24][C:9]=43)[C:15]=2[CH:17]=[CH:18][CH:19]=1. The yield is 0.930. (3) The reactants are [OH:1][C:2]1[CH:9]=[C:8]([O:10][CH3:11])[C:7]([C:12]2[S:13][CH:14]=[CH:15][CH:16]=2)=[CH:6][C:3]=1[CH:4]=O.[C:17]([C:20]1[CH:28]=[CH:27][C:23]([C:24]([OH:26])=[O:25])=[CH:22][CH:21]=1)(=[O:19])[CH3:18].C[O-].[Li+].Cl. The catalyst is CN(C)C=O.CO.O. The product is [OH:1][C:2]1[CH:9]=[C:8]([O:10][CH3:11])[C:7]([C:12]2[S:13][CH:14]=[CH:15][CH:16]=2)=[CH:6][C:3]=1/[CH:4]=[CH:18]/[C:17]([C:20]1[CH:28]=[CH:27][C:23]([C:24]([OH:26])=[O:25])=[CH:22][CH:21]=1)=[O:19]. The yield is 0.150.